From a dataset of Full USPTO retrosynthesis dataset with 1.9M reactions from patents (1976-2016). Predict the reactants needed to synthesize the given product. Given the product [Br:1][C:2]1[C:7]([NH:8][CH2:10][C:11]2[CH:16]=[CH:15][C:14]([O:17][CH3:18])=[CH:13][CH:12]=2)=[CH:6][C:5]([Cl:9])=[CH:4][N:3]=1, predict the reactants needed to synthesize it. The reactants are: [Br:1][C:2]1[C:7]([NH2:8])=[CH:6][C:5]([Cl:9])=[CH:4][N:3]=1.[CH:10](=O)[C:11]1[CH:16]=[CH:15][C:14]([O:17][CH3:18])=[CH:13][CH:12]=1.C(O[BH-](OC(=O)C)OC(=O)C)(=O)C.[Na+].C(=O)(O)[O-].[Na+].